This data is from Reaction yield outcomes from USPTO patents with 853,638 reactions. The task is: Predict the reaction yield, written as a fraction of the theoretical maximum amount of product (1.0 means a 100% yield; for example, 0.34 means a 34% yield). (1) The reactants are [CH:1]1([C:4]([N:6]2[C:15]3[C:10](=[C:11]([OH:34])[C:12]([C:16]4[CH:17]=[N:18][N:19]([CH:21]5[CH2:26][CH2:25][N:24]([C:27]([O:29][C:30]([CH3:33])([CH3:32])[CH3:31])=[O:28])[CH2:23][CH2:22]5)[CH:20]=4)=[CH:13][CH:14]=3)[CH2:9][CH2:8][C@@H:7]2[CH3:35])=[O:5])[CH2:3][CH2:2]1.Br[C:37]1[CH:42]=[C:41]([CH3:43])[N:40]=[C:39]([CH3:44])[CH:38]=1.N1C=CC=CC=1C(O)=O.P([O-])([O-])([O-])=O.[K+].[K+].[K+]. The catalyst is CS(C)=O.[Cu]I.O. The product is [CH:1]1([C:4]([N:6]2[C:15]3[C:10](=[C:11]([O:34][C:37]4[CH:42]=[C:41]([CH3:43])[N:40]=[C:39]([CH3:44])[CH:38]=4)[C:12]([C:16]4[CH:17]=[N:18][N:19]([CH:21]5[CH2:26][CH2:25][N:24]([C:27]([O:29][C:30]([CH3:31])([CH3:33])[CH3:32])=[O:28])[CH2:23][CH2:22]5)[CH:20]=4)=[CH:13][CH:14]=3)[CH2:9][CH2:8][C@@H:7]2[CH3:35])=[O:5])[CH2:3][CH2:2]1. The yield is 0.250. (2) The reactants are [C:1]([O:4][CH2:5][C:6]1[C:11]([CH2:12][C:13]2[C:14](=[O:18])[O:15][CH2:16][CH:17]=2)=[CH:10][CH:9]=[C:8]([C:19]([O:21][C:22]([CH3:25])([CH3:24])[CH3:23])=[O:20])[C:7]=1[CH3:26])(=[O:3])[CH3:2].[H][H]. The catalyst is C(OCC)(=O)C.CO. The product is [C:1]([O:4][CH2:5][C:6]1[C:11]([CH2:12][C@H:13]2[CH2:17][CH2:16][O:15][C:14]2=[O:18])=[CH:10][CH:9]=[C:8]([C:19]([O:21][C:22]([CH3:25])([CH3:24])[CH3:23])=[O:20])[C:7]=1[CH3:26])(=[O:3])[CH3:2]. The yield is 0.690. (3) The reactants are [CH3:1][O:2][C:3](=[O:12])[C:4]1[CH:9]=[C:8](I)[CH:7]=[C:6]([Br:11])[CH:5]=1.C([O-])([O-])=O.[Cs+].[Cs+].CC1(C)C2C(=C(P(C3C=CC=CC=3)C3C=CC=CC=3)C=CC=2)OC2C(P(C3C=CC=CC=3)C3C=CC=CC=3)=CC=CC1=2.[NH:61]1[CH2:65][CH2:64][CH2:63][C:62]1=[O:66]. The catalyst is C1C=CC(/C=C/C(/C=C/C2C=CC=CC=2)=O)=CC=1.C1C=CC(/C=C/C(/C=C/C2C=CC=CC=2)=O)=CC=1.C1C=CC(/C=C/C(/C=C/C2C=CC=CC=2)=O)=CC=1.[Pd].[Pd].O1CCOCC1. The product is [CH3:1][O:2][C:3](=[O:12])[C:4]1[CH:9]=[C:8]([N:61]2[CH2:65][CH2:64][CH2:63][C:62]2=[O:66])[CH:7]=[C:6]([Br:11])[CH:5]=1. The yield is 0.500. (4) The reactants are [NH:1]1[CH:5]=[CH:4][N:3]=[CH:2]1.I[C:7]1[CH:12]=[CH:11][C:10]([O:13][C:14]([F:17])([F:16])[F:15])=[CH:9][C:8]=1[N+:18]([O-:20])=[O:19]. The yield is 0.690. The product is [N+:18]([C:8]1[CH:9]=[C:10]([O:13][C:14]([F:15])([F:16])[F:17])[CH:11]=[CH:12][C:7]=1[N:1]1[CH:5]=[CH:4][N:3]=[CH:2]1)([O-:20])=[O:19]. The catalyst is C(OCC)(=O)C. (5) The reactants are COC1C=CC(C[NH:8][C:9]2[N:14]=[CH:13][C:12]([O:15][CH2:16][CH2:17][S:18][CH3:19])=[CH:11][N:10]=2)=CC=1. The catalyst is FC(F)(F)C(O)=O. The product is [CH3:19][S:18][CH2:17][CH2:16][O:15][C:12]1[CH:13]=[N:14][C:9]([NH2:8])=[N:10][CH:11]=1. The yield is 0.180. (6) The reactants are [CH3:1][C:2]1[N:7]=[CH:6][C:5]([CH2:8][OH:9])=[CH:4][CH:3]=1.[Cl:10][C:11]1[CH:16]=[C:15](I)[CH:14]=[CH:13][N:12]=1.C(=O)([O-])[O-].[Cs+].[Cs+].N1C2C(=CC=C3C=2N=CC=C3)C=CC=1. The catalyst is C1(C)C=CC=CC=1.[Cu]I. The product is [Cl:10][C:11]1[CH:16]=[C:15]([O:9][CH2:8][C:5]2[CH:6]=[N:7][C:2]([CH3:1])=[CH:3][CH:4]=2)[CH:14]=[CH:13][N:12]=1. The yield is 0.750. (7) The yield is 0.0800. The catalyst is C(O)(=O)C.CN(C)C=O. The product is [CH2:29]([O:31][C:32](=[O:35])[CH2:33][NH:27][C:24]1[CH:25]=[CH:26][C:21]([C:19]2[O:18][N:17]=[C:16]([CH2:15][C:12]3[CH:13]=[N:14][C:9]([O:8][CH2:1][C:2]4[CH:7]=[CH:6][CH:5]=[CH:4][CH:3]=4)=[CH:10][CH:11]=3)[CH:20]=2)=[C:22]([NH2:28])[N:23]=1)[CH3:30]. The reactants are [CH2:1]([O:8][C:9]1[N:14]=[CH:13][C:12]([CH2:15][C:16]2[CH:20]=[C:19]([C:21]3[C:22]([NH2:28])=[N:23][C:24]([NH2:27])=[CH:25][CH:26]=3)[O:18][N:17]=2)=[CH:11][CH:10]=1)[C:2]1[CH:7]=[CH:6][CH:5]=[CH:4][CH:3]=1.[CH2:29]([O:31][C:32](=[O:35])[CH:33]=O)[CH3:30].N1C=CC=CC=1C.B.C(=O)([O-])O.[Na+]. (8) The reactants are [NH2:1][C:2]1[CH:11]=[C:10]([I:12])[CH:9]=[CH:8][C:3]=1[C:4]([O:6][CH3:7])=[O:5].CCN(C(C)C)C(C)C.[C:22]([CH2:26][CH2:27][C:28](Cl)=[O:29])([O:24][CH3:25])=[O:23].O. The catalyst is C(Cl)Cl.CN(C1C=CN=CC=1)C. The product is [I:12][C:10]1[CH:9]=[CH:8][C:3]([C:4]([O:6][CH3:7])=[O:5])=[C:2]([NH:1][C:28](=[O:29])[CH2:27][CH2:26][C:22]([O:24][CH3:25])=[O:23])[CH:11]=1. The yield is 0.990. (9) The reactants are Cl[C:2]1[N:10]=[CH:9][N:8]=[C:7]2[C:3]=1[N:4]=[CH:5][N:6]2[CH:11]1[CH2:15][CH2:14][CH2:13][O:12]1.ClC1N=CN=C2C=1NC=N2.[OH:26][C:27]1[CH:34]=[CH:33][CH:32]=[CH:31][C:28]=1[CH2:29][NH2:30].C(N(CC)CC)C. The catalyst is C(O)CC. The product is [OH:26][C:27]1[CH:34]=[CH:33][CH:32]=[CH:31][C:28]=1[CH2:29][NH:30][C:2]1[N:10]=[CH:9][N:8]=[C:7]2[C:3]=1[N:4]=[CH:5][N:6]2[CH:11]1[CH2:15][CH2:14][CH2:13][O:12]1. The yield is 0.800. (10) The reactants are [ClH:1].O1CCOCC1.[F:8][C:9]1[CH:10]=[C:11]([CH:37]=[CH:38][CH:39]=1)[O:12][CH2:13][CH:14]1[CH2:19][N:18](C(OC(C)(C)C)=O)[CH2:17][CH2:16][N:15]1[C:27]([O:29][C:30]1[CH:35]=[CH:34][C:33]([Cl:36])=[CH:32][CH:31]=1)=[O:28]. The catalyst is CO. The product is [ClH:36].[ClH:1].[F:8][C:9]1[CH:10]=[C:11]([CH:37]=[CH:38][CH:39]=1)[O:12][CH2:13][CH:14]1[CH2:19][NH:18][CH2:17][CH2:16][N:15]1[C:27]([O:29][C:30]1[CH:35]=[CH:34][C:33]([Cl:36])=[CH:32][CH:31]=1)=[O:28]. The yield is 0.990.